Task: Predict the product of the given reaction.. Dataset: Forward reaction prediction with 1.9M reactions from USPTO patents (1976-2016) (1) The product is: [NH2:1][C:2](=[O:31])[C:3](=[O:30])[CH:4]([NH:12][C:13]([C:15]1[C:16]([C:21]2[S:22][C:23]3[CH:29]=[CH:28][CH:27]=[CH:26][C:24]=3[N:25]=2)=[N:17][CH:18]=[CH:19][CH:20]=1)=[O:14])[CH2:5][C:6]1[CH:7]=[CH:8][CH:9]=[CH:10][CH:11]=1. Given the reactants [NH2:1][C:2](=[O:31])[CH:3]([OH:30])[CH:4]([NH:12][C:13]([C:15]1[C:16]([C:21]2[S:22][C:23]3[CH:29]=[CH:28][CH:27]=[CH:26][C:24]=3[N:25]=2)=[N:17][CH:18]=[CH:19][CH:20]=1)=[O:14])[CH2:5][C:6]1[CH:11]=[CH:10][CH:9]=[CH:8][CH:7]=1.ClCCl.ClC(Cl)C(O)=O, predict the reaction product. (2) Given the reactants C(OC([CH2:8][C@H:9]1[CH2:14][CH2:13][C@H:12]([C:15]([NH:17][C@H:18]([C:26]2[NH:30][C:29]3[CH:31]=[CH:32][C:33]([C:35]([OH:37])=O)=[CH:34][C:28]=3[N:27]=2)[CH2:19][C:20]2[CH:25]=[CH:24][CH:23]=[CH:22][CH:21]=2)=[O:16])[CH2:11][CH2:10]1)=O)(C)(C)C.[OH-:38].[NH4+:39], predict the reaction product. The product is: [C:35]([C:33]1[CH:32]=[CH:31][C:29]2[NH:30][C:26]([C@@H:18]([NH:17][C:15]([C@H:12]3[CH2:13][CH2:14][C@H:9]([CH2:8][NH:17][C:15](=[O:16])[O:38][C:9]([CH3:14])([CH3:10])[CH3:8])[CH2:10][CH2:11]3)=[O:16])[CH2:19][C:20]3[CH:25]=[CH:24][CH:23]=[CH:22][CH:21]=3)=[N:27][C:28]=2[CH:34]=1)(=[O:37])[NH2:39]. (3) Given the reactants [C:1]([C:3]1[C:4]([C:9]2[CH:14]=[CH:13][CH:12]=[CH:11][CH:10]=2)=[N:5][O:6][C:7]=1[CH3:8])#[CH:2].I[C:16]1[NH:17][CH:18]=[CH:19][N:20]=1, predict the reaction product. The product is: [NH:17]1[CH:18]=[CH:19][N:20]=[C:16]1[C:2]#[C:1][C:3]1[C:4]([C:9]2[CH:14]=[CH:13][CH:12]=[CH:11][CH:10]=2)=[N:5][O:6][C:7]=1[CH3:8]. (4) The product is: [Cl:40][C:21]1[C:22]2[CH2:31][CH2:30][N:29]([C:32]([O:34][C:35]([CH3:38])([CH3:37])[CH3:36])=[O:33])[CH2:28][C:23]=2[N:24]=[C:25]([CH3:27])[N:26]=1. Given the reactants C1(P(C2C=CC=CC=2)C2C=CC=CC=2)C=CC=CC=1.O[C:21]1[C:22]2[CH2:31][CH2:30][N:29]([C:32]([O:34][C:35]([CH3:38])([CH3:37])[CH3:36])=[O:33])[CH2:28][C:23]=2[N:24]=[C:25]([CH3:27])[N:26]=1.C(Cl)(Cl)(Cl)[Cl:40], predict the reaction product. (5) Given the reactants [C:1]1([C:7]2[N:12]=[CH:11][N:10]=[C:9]([N:13]3[CH2:18][CH2:17][N:16](C(OC(C)(C)C)=O)[CH2:15][CH2:14]3)[CH:8]=2)[CH:6]=[CH:5][CH:4]=[CH:3][CH:2]=1.C(OCC)(=O)C.[ClH:32], predict the reaction product. The product is: [ClH:32].[ClH:32].[C:1]1([C:7]2[CH:8]=[C:9]([N:13]3[CH2:18][CH2:17][NH:16][CH2:15][CH2:14]3)[N:10]=[CH:11][N:12]=2)[CH:2]=[CH:3][CH:4]=[CH:5][CH:6]=1. (6) Given the reactants CS[C:3]1[N:4]=[CH:5][C:6]2[C:7](=[O:27])[N:8]([C:17]3[CH:18]=[CH:19][CH:20]=[C:21]4[C:26]=3[N:25]=[CH:24][CH:23]=[CH:22]4)[CH2:9][C@@H:10]3[CH2:16][CH2:15][CH2:14][N:11]3[C:12]=2[N:13]=1.C1C=C(Cl)C=C(C(OO)=O)C=1.C(Cl)(Cl)Cl.[CH3:43][NH2:44].C1COCC1, predict the reaction product. The product is: [CH3:43][NH:44][C:3]1[N:4]=[CH:5][C:6]2[C:7](=[O:27])[N:8]([C:17]3[CH:18]=[CH:19][CH:20]=[C:21]4[C:26]=3[N:25]=[CH:24][CH:23]=[CH:22]4)[CH2:9][C@@H:10]3[CH2:16][CH2:15][CH2:14][N:11]3[C:12]=2[N:13]=1.